Predict the reaction yield, written as a fraction of the theoretical maximum amount of product (1.0 means a 100% yield; for example, 0.34 means a 34% yield). From a dataset of Reaction yield outcomes from USPTO patents with 853,638 reactions. (1) The reactants are [CH2:1]([N:8]([CH2:33][C:34]1[CH:39]=[CH:38][CH:37]=[CH:36][CH:35]=1)[C@@H:9]([C@H:20]([CH2:28][CH:29]([OH:32])[CH2:30][OH:31])[C:21]([O:23][C:24]([CH3:27])([CH3:26])[CH3:25])=[O:22])[C:10]([O:12][CH2:13][C:14]1[CH:19]=[CH:18][CH:17]=[CH:16][CH:15]=1)=[O:11])[C:2]1[CH:7]=[CH:6][CH:5]=[CH:4][CH:3]=1.[CH3:40][S:41](Cl)(=[O:43])=[O:42].C(O)(=O)CC(CC(O)=O)(C(O)=O)O. The catalyst is N1C=CC=CC=1. The product is [CH2:1]([N:8]([CH2:33][C:34]1[CH:35]=[CH:36][CH:37]=[CH:38][CH:39]=1)[C@@H:9]([C@H:20]([CH2:28][CH:29]([OH:32])[CH2:30][O:31][S:41]([CH3:40])(=[O:43])=[O:42])[C:21]([O:23][C:24]([CH3:27])([CH3:26])[CH3:25])=[O:22])[C:10]([O:12][CH2:13][C:14]1[CH:19]=[CH:18][CH:17]=[CH:16][CH:15]=1)=[O:11])[C:2]1[CH:7]=[CH:6][CH:5]=[CH:4][CH:3]=1. The yield is 0.810. (2) The reactants are [C:1]([O:5][C:6](=[O:17])[NH:7][CH2:8][C@H:9]1[CH2:14][CH2:13][C@H:12]([C:15]#[N:16])[CH2:11][CH2:10]1)([CH3:4])([CH3:3])[CH3:2].O.[OH-].[Li+]. The catalyst is O1CCOCC1.O.[Pd].[Ni]. The product is [C:1]([O:5][C:6](=[O:17])[NH:7][CH2:8][C@H:9]1[CH2:10][CH2:11][C@H:12]([CH2:15][NH2:16])[CH2:13][CH2:14]1)([CH3:4])([CH3:2])[CH3:3]. The yield is 0.950.